Dataset: Forward reaction prediction with 1.9M reactions from USPTO patents (1976-2016). Task: Predict the product of the given reaction. (1) Given the reactants [I:1][C:2]1[C:7]2[N:8]=[C:9]([S:12][CH3:13])[N:10]=[CH:11][C:6]=2[C:5](=O)[NH:4][CH:3]=1.CCN(C(C)C)C(C)C.P(Cl)(Cl)([Cl:26])=O, predict the reaction product. The product is: [Cl:26][C:5]1[C:6]2[CH:11]=[N:10][C:9]([S:12][CH3:13])=[N:8][C:7]=2[C:2]([I:1])=[CH:3][N:4]=1. (2) Given the reactants [CH2:1]([N:8]([CH2:29][CH:30]1[CH2:35][CH2:34][CH:33]([CH2:36][OH:37])[CH2:32][CH2:31]1)[S:9]([NH:12][C:13](=[O:28])[C:14]1[CH:19]=[C:18]([C:20]([F:23])([F:22])[F:21])[CH:17]=[C:16]([C:24]([F:27])([F:26])[F:25])[CH:15]=1)(=[O:11])=[O:10])[C:2]1C=CC=CC=1.[Si](OCC1CCC(CN(CC)S(N)(=O)=O)CC1)(C(C)(C)C)(C)C.C(N(CC1CCC(CO[Si](C(C)(C)C)(C)C)CC1)S(NC(=O)C1C=C(C(F)(F)F)C=C(C(F)(F)F)C=1)(=O)=O)C1C=CC=CC=1, predict the reaction product. The product is: [F:27][C:24]([F:25])([F:26])[C:16]1[CH:15]=[C:14]([CH:19]=[C:18]([C:20]([F:22])([F:23])[F:21])[CH:17]=1)[C:13]([NH:12][S:9]([N:8]([CH2:1][CH3:2])[CH2:29][CH:30]1[CH2:35][CH2:34][CH:33]([CH2:36][OH:37])[CH2:32][CH2:31]1)(=[O:11])=[O:10])=[O:28]. (3) Given the reactants [CH3:1][N:2]1[C:7](=[O:8])[C:6]2=[C:9]([S:23][C:24]3[CH:29]=[CH:28][CH:27]=[CH:26][N:25]=3)[N:10]([CH2:12][C:13]3[C:22]4[C:17](=[CH:18][CH:19]=[CH:20][CH:21]=4)[CH:16]=[CH:15][CH:14]=3)[CH:11]=[C:5]2[N:4]([CH2:30][CH:31]([CH3:33])[CH3:32])[C:3]1=[O:34].S([O-])(O[O-])(=O)=[O:36].[K+].[K+].OOS([O-])=O.[K+], predict the reaction product. The product is: [CH3:1][N:2]1[C:7](=[O:8])[C:6]2=[C:9]([S:23]([C:24]3[CH:29]=[CH:28][CH:27]=[CH:26][N:25]=3)=[O:36])[N:10]([CH2:12][C:13]3[C:22]4[C:17](=[CH:18][CH:19]=[CH:20][CH:21]=4)[CH:16]=[CH:15][CH:14]=3)[CH:11]=[C:5]2[N:4]([CH2:30][CH:31]([CH3:32])[CH3:33])[C:3]1=[O:34]. (4) Given the reactants [Cl:1][C:2]1[CH:9]=[CH:8][CH:7]=[C:6](F)[C:3]=1[CH:4]=[O:5].[NH:11]1[CH2:15][CH2:14][CH2:13][CH2:12]1.C(=O)([O-])[O-].[K+].[K+].CS(C)=O, predict the reaction product. The product is: [Cl:1][C:2]1[CH:9]=[CH:8][CH:7]=[C:6]([N:11]2[CH2:15][CH2:14][CH2:13][CH2:12]2)[C:3]=1[CH:4]=[O:5]. (5) Given the reactants [Cl:1][C:2]1[C:3]([F:17])=[C:4]([CH:6]=[CH:7][C:8]=1[O:9][C:10]1[CH:15]=[CH:14][N:13]=[C:12](Cl)[CH:11]=1)[NH2:5].[CH3:18][N:19]1[CH:23]=[C:22](B2OC(C)(C)C(C)(C)O2)[CH:21]=[N:20]1.[O-]P([O-])([O-])=O.[K+].[K+].[K+], predict the reaction product. The product is: [Cl:1][C:2]1[C:3]([F:17])=[C:4]([CH:6]=[CH:7][C:8]=1[O:9][C:10]1[CH:15]=[CH:14][N:13]=[C:12]([C:22]2[CH:21]=[N:20][N:19]([CH3:18])[CH:23]=2)[CH:11]=1)[NH2:5]. (6) Given the reactants [O:1]=[C:2]1[C:6]2([CH2:11][CH2:10][N:9]([C:12]([O:14][CH2:15][C:16]3[CH:21]=[CH:20][CH:19]=[CH:18][CH:17]=3)=[O:13])[CH2:8][CH2:7]2)[N:5]([C:22]2[CH:27]=[CH:26][CH:25]=[CH:24][CH:23]=2)[CH2:4][NH:3]1.C[Si]([N-][Si](C)(C)C)(C)C.[Na+].O1CCCC1.Br[CH2:44][C:45]1[CH:46]=[C:47]([CH:55]=[CH:56][CH:57]=1)[C:48]([O:50][C:51]([CH3:54])([CH3:53])[CH3:52])=[O:49], predict the reaction product. The product is: [C:51]([O:50][C:48]([C:47]1[CH:46]=[C:45]([CH:57]=[CH:56][CH:55]=1)[CH2:44][N:3]1[C:2](=[O:1])[C:6]2([CH2:7][CH2:8][N:9]([C:12]([O:14][CH2:15][C:16]3[CH:17]=[CH:18][CH:19]=[CH:20][CH:21]=3)=[O:13])[CH2:10][CH2:11]2)[N:5]([C:22]2[CH:27]=[CH:26][CH:25]=[CH:24][CH:23]=2)[CH2:4]1)=[O:49])([CH3:54])([CH3:52])[CH3:53]. (7) Given the reactants [O:1]1[C:5]2([CH2:10][CH2:9][C:8]([O:11][Si](C(C)C)(C(C)C)C(C)C)=[CH:7][CH2:6]2)[O:4][CH2:3][CH2:2]1.[N-:22]=[N+:23]=[N-:24].[Na+].[N+]([O-])(O)=O.[N+]([O-])(O)=O.[N+]([O-])(O)=O.[N+]([O-])(O)=O.[N+]([O-])(O)=O.[N+]([O-])(O)=O.[Ce].O, predict the reaction product. The product is: [N:22]([CH:7]1[C:8](=[O:11])[CH2:9][CH2:10][C:5]2([O:4][CH2:3][CH2:2][O:1]2)[CH2:6]1)=[N+:23]=[N-:24].